Dataset: Catalyst prediction with 721,799 reactions and 888 catalyst types from USPTO. Task: Predict which catalyst facilitates the given reaction. (1) Reactant: Cl[CH:2]1[C:8](=[O:9])[CH:7]2[CH2:10][CH2:11][CH:4]([CH:5]=[CH:6]2)[C:3]1=[O:12]. Product: [CH:7]12[CH2:10][CH2:11][CH:4]([CH:5]=[CH:6]1)[C:3](=[O:12])[CH2:2][C:8]2=[O:9]. The catalyst class is: 763. (2) Reactant: [Cl-].[OH:2][NH3+:3].[C:4](=O)([O-])[OH:5].[Na+].CS(C)=O.C([O:16][C:17]([CH3:56])([CH3:55])[C:18]([O:20][C@H:21]1[CH2:26][CH2:25][C@H:24]([N:27]2[C:32](=[O:33])[C:31]([CH2:34][C:35]3[CH:40]=[CH:39][C:38]([C:41]4[CH:46]=[CH:45][CH:44]=[CH:43][C:42]=4[C:47]#[N:48])=[CH:37][CH:36]=3)=[C:30]([CH2:49][CH2:50][CH3:51])[N:29]3[N:52]=[CH:53][CH:54]=[C:28]23)[CH2:23][CH2:22]1)=[O:19])(=O)C. Product: [OH:16][C:17]([CH3:55])([CH3:56])[C:18]([O:20][C@H:21]1[CH2:22][CH2:23][C@H:24]([N:27]2[C:32](=[O:33])[C:31]([CH2:34][C:35]3[CH:40]=[CH:39][C:38]([C:41]4[CH:46]=[CH:45][CH:44]=[CH:43][C:42]=4[C:47]4[NH:48][C:4](=[O:5])[O:2][N:3]=4)=[CH:37][CH:36]=3)=[C:30]([CH2:49][CH2:50][CH3:51])[N:29]3[N:52]=[CH:53][CH:54]=[C:28]23)[CH2:25][CH2:26]1)=[O:19]. The catalyst class is: 13. (3) Reactant: C[O:2][C:3]([CH:5]1[CH2:10][N:9]([S:11]([C:14]2[S:18][C:17]3[CH:19]=[C:20]([Cl:23])[CH:21]=[CH:22][C:16]=3[CH:15]=2)(=[O:13])=[O:12])[CH2:8][C:7](=[O:24])[N:6]1[CH2:25][C:26]1[CH:31]=[CH:30][C:29]([C:32]#[N:33])=[C:28]([NH2:34])[CH:27]=1)=[O:4].C1COCC1.CO. Product: [NH2:34][C:28]1[CH:27]=[C:26]([CH:31]=[CH:30][C:29]=1[C:32]#[N:33])[CH2:25][N:6]1[C:7](=[O:24])[CH2:8][N:9]([S:11]([C:14]2[S:18][C:17]3[CH:19]=[C:20]([Cl:23])[CH:21]=[CH:22][C:16]=3[CH:15]=2)(=[O:12])=[O:13])[CH2:10][CH:5]1[C:3]([OH:4])=[O:2]. The catalyst class is: 6. (4) Reactant: C(N(CC)CC)C.[F:8][C:9]1[C:14]([F:15])=[CH:13][CH:12]=[CH:11][C:10]=1[C:16]1[N:37]=[C:19]2[CH:20]=[N:21][N:22]([CH2:24][C:25]3[O:29][N:28]=[C:27]([C:30]4[CH:35]=[CH:34][C:33](I)=[CH:32][CH:31]=4)[CH:26]=3)[CH:23]=[C:18]2[N:17]=1.[Si:38]([C:42]#[CH:43])([CH3:41])([CH3:40])[CH3:39]. Product: [F:8][C:9]1[C:14]([F:15])=[CH:13][CH:12]=[CH:11][C:10]=1[C:16]1[N:37]=[C:19]2[CH:20]=[N:21][N:22]([CH2:24][C:25]3[O:29][N:28]=[C:27]([C:30]4[CH:35]=[CH:34][C:33]([C:43]#[C:42][Si:38]([CH3:41])([CH3:40])[CH3:39])=[CH:32][CH:31]=4)[CH:26]=3)[CH:23]=[C:18]2[N:17]=1. The catalyst class is: 122. (5) Reactant: [CH3:1][O:2][C:3]1[CH:8]=[CH:7][C:6]([C:9]2[S:13][C:12]([NH:14][C:15]([NH:17][C:18]3[C:23]([CH3:24])=[CH:22][C:21]([CH3:25])=[CH:20][C:19]=3[CH3:26])=[O:16])=[C:11]([C:27]([O:29]C(C)(C)C)=[O:28])[CH:10]=2)=[CH:5][CH:4]=1.C(O)(C(F)(F)F)=O. Product: [CH3:1][O:2][C:3]1[CH:4]=[CH:5][C:6]([C:9]2[S:13][C:12]([NH:14][C:15]([NH:17][C:18]3[C:23]([CH3:24])=[CH:22][C:21]([CH3:25])=[CH:20][C:19]=3[CH3:26])=[O:16])=[C:11]([C:27]([OH:29])=[O:28])[CH:10]=2)=[CH:7][CH:8]=1. The catalyst class is: 22.